This data is from Catalyst prediction with 721,799 reactions and 888 catalyst types from USPTO. The task is: Predict which catalyst facilitates the given reaction. (1) Reactant: [O:1]=[C:2]1[N:10]([CH2:11][CH2:12][CH3:13])[C:9]2[N:8]=[C:7]([C:14]34[CH2:21][CH2:20][C:17]([CH:22]=[CH:23][C:24]([OH:26])=[O:25])([CH2:18][CH2:19]3)[CH2:16][CH2:15]4)[NH:6][C:5]=2[C:4](=[O:27])[N:3]1[CH2:28][CH2:29][CH3:30].O1CCCC1.C. Product: [O:1]=[C:2]1[N:10]([CH2:11][CH2:12][CH3:13])[C:9]2[N:8]=[C:7]([C:14]34[CH2:21][CH2:20][C:17]([CH2:22][CH2:23][C:24]([OH:26])=[O:25])([CH2:18][CH2:19]3)[CH2:16][CH2:15]4)[NH:6][C:5]=2[C:4](=[O:27])[N:3]1[CH2:28][CH2:29][CH3:30]. The catalyst class is: 6. (2) Reactant: Cl[C:2]1[N:3]=[N+:4]([O-:12])[C:5]2[CH:11]=[CH:10][CH:9]=[CH:8][C:6]=2[N:7]=1.Cl.[NH2:14][CH2:15][CH2:16][CH2:17][C:18]([O:20][CH3:21])=[O:19].CCN(CC)CC. Product: [O-:12][N+:4]1[C:5]2[CH:11]=[CH:10][CH:9]=[CH:8][C:6]=2[N:7]=[C:2]([NH:14][CH2:15][CH2:16][CH2:17][C:18]([O:20][CH3:21])=[O:19])[N:3]=1. The catalyst class is: 57. (3) Reactant: [Cl:1][C:2]1[CH:28]=[CH:27][C:5]([O:6][C:7]2[CH:12]=[CH:11][C:10]([NH:13][CH:14]3[CH2:19][CH2:18][N:17](C(OC(C)(C)C)=O)[CH2:16][CH2:15]3)=[CH:9][CH:8]=2)=[CH:4][CH:3]=1.Cl.O1CCOCC1. Product: [ClH:1].[Cl:1][C:2]1[CH:28]=[CH:27][C:5]([O:6][C:7]2[CH:8]=[CH:9][C:10]([NH:13][CH:14]3[CH2:19][CH2:18][NH:17][CH2:16][CH2:15]3)=[CH:11][CH:12]=2)=[CH:4][CH:3]=1. The catalyst class is: 4.